Dataset: Forward reaction prediction with 1.9M reactions from USPTO patents (1976-2016). Task: Predict the product of the given reaction. (1) Given the reactants CO[C:3]([C:5]1[S:9][C:8](/[CH:10]=[CH:11]/[C:12]2[C:13]([C:18]3[CH:23]=[CH:22][CH:21]=[CH:20][CH:19]=3)=[N:14][O:15][C:16]=2[CH3:17])=[N:7][C:6]=1[CH3:24])=[O:4].[NH2:25][CH:26]1[CH2:30][CH2:29][O:28][CH2:27]1, predict the reaction product. The product is: [O:28]1[CH2:29][CH2:30][CH:26]([NH:25][C:3]([C:5]2[S:9][C:8](/[CH:10]=[CH:11]/[C:12]3[C:13]([C:18]4[CH:19]=[CH:20][CH:21]=[CH:22][CH:23]=4)=[N:14][O:15][C:16]=3[CH3:17])=[N:7][C:6]=2[CH3:24])=[O:4])[CH2:27]1. (2) Given the reactants [C:1]([C:4]1[CH:9]=[CH:8][C:7](C)=[CH:6][C:5]=1[S:11][C:12]1[CH:20]=[CH:19][CH:18]=[CH:17][C:13]=1[C:14]([OH:16])=O)([OH:3])=O.S(C1C=CC=CC=1C(OC)=O)[C:22]1C=CC=CC=1C(OC)=O, predict the reaction product. The product is: [OH:16][CH2:14][C:13]1[CH:17]=[C:18]([CH3:22])[CH:19]=[CH:20][C:12]=1[S:11][C:5]1[CH:6]=[CH:7][CH:8]=[CH:9][C:4]=1[CH2:1][OH:3]. (3) Given the reactants [OH:1][C:2]1[CH:7]=[CH:6][N:5]([C:8]2[CH:13]=[CH:12][C:11]([S:14]([CH3:17])(=[O:16])=[O:15])=[CH:10][CH:9]=2)[C:4](=[O:18])[CH:3]=1.[CH3:19][C@H:20]1[CH2:25][C@H:24](OS(C)(=O)=O)[CH2:23][CH2:22][N:21]1[C:31]([O:33][C:34]([CH3:37])([CH3:36])[CH3:35])=[O:32].C(=O)([O-])[O-].[K+].[K+], predict the reaction product. The product is: [CH3:19][CH:20]1[CH2:25][CH:24]([O:1][C:2]2[CH:7]=[CH:6][N:5]([C:8]3[CH:9]=[CH:10][C:11]([S:14]([CH3:17])(=[O:16])=[O:15])=[CH:12][CH:13]=3)[C:4](=[O:18])[CH:3]=2)[CH2:23][CH2:22][N:21]1[C:31]([O:33][C:34]([CH3:35])([CH3:37])[CH3:36])=[O:32]. (4) Given the reactants [F:1][C:2]1[CH:7]=[CH:6][CH:5]=[CH:4][C:3]=1[N:8]1[C:13]2[CH:14]=[CH:15][CH:16]=[CH:17][C:12]=2[CH2:11][CH:10]([CH2:18][CH2:19][CH2:20][NH:21][CH3:22])[S:9]1(=[O:24])=[O:23].BrC1C=CC=CC=1CCS(Cl)(=O)=O.[F:38]C1C=CC=C(F)C=1N.CN(C)CC, predict the reaction product. The product is: [F:1][C:2]1[CH:7]=[CH:6][CH:5]=[C:4]([F:38])[C:3]=1[N:8]1[C:13]2[CH:14]=[CH:15][CH:16]=[CH:17][C:12]=2[CH2:11][CH:10]([CH2:18][CH2:19][CH2:20][NH:21][CH3:22])[S:9]1(=[O:24])=[O:23]. (5) Given the reactants [C:1]1([CH2:7][O:8][C:9]2[CH:10]=[C:11]3[C:15](=[CH:16][CH:17]=2)[N:14]([S:18]([C:21]2[CH:26]=[CH:25][CH:24]=[CH:23][CH:22]=2)(=[O:20])=[O:19])[CH:13]=[CH:12]3)[CH:6]=[CH:5][CH:4]=[CH:3][CH:2]=1.[Li]CCCC.CN([CH:35]=[O:36])C.[NH4+].[Cl-], predict the reaction product. The product is: [C:1]1([CH2:7][O:8][C:9]2[CH:10]=[C:11]3[C:15](=[CH:16][CH:17]=2)[N:14]([S:18]([C:21]2[CH:26]=[CH:25][CH:24]=[CH:23][CH:22]=2)(=[O:20])=[O:19])[C:13]([CH:35]=[O:36])=[CH:12]3)[CH:2]=[CH:3][CH:4]=[CH:5][CH:6]=1. (6) Given the reactants Cl.[CH2:2]([NH:4][C:5]1[CH:6]=[N:7][O:8][C:9]=1[CH3:10])[CH3:3].[F:11][C:12]([F:23])([F:22])[C:13](O[C:13](=[O:14])[C:12]([F:23])([F:22])[F:11])=[O:14], predict the reaction product. The product is: [CH2:2]([N:4]([C:5]1[CH:6]=[N:7][O:8][C:9]=1[CH3:10])[C:13](=[O:14])[C:12]([F:23])([F:22])[F:11])[CH3:3].